Dataset: NCI-60 drug combinations with 297,098 pairs across 59 cell lines. Task: Regression. Given two drug SMILES strings and cell line genomic features, predict the synergy score measuring deviation from expected non-interaction effect. (1) Drug 1: CN1C(=O)N2C=NC(=C2N=N1)C(=O)N. Drug 2: N.N.Cl[Pt+2]Cl. Cell line: CAKI-1. Synergy scores: CSS=22.2, Synergy_ZIP=-5.77, Synergy_Bliss=-2.05, Synergy_Loewe=-18.0, Synergy_HSA=-7.57. (2) Drug 1: COC1=C(C=C2C(=C1)N=CN=C2NC3=CC(=C(C=C3)F)Cl)OCCCN4CCOCC4. Drug 2: COCCOC1=C(C=C2C(=C1)C(=NC=N2)NC3=CC=CC(=C3)C#C)OCCOC.Cl. Cell line: NCI-H322M. Synergy scores: CSS=53.7, Synergy_ZIP=-2.50, Synergy_Bliss=-2.58, Synergy_Loewe=0.554, Synergy_HSA=5.53. (3) Synergy scores: CSS=8.67, Synergy_ZIP=-10.2, Synergy_Bliss=-6.60, Synergy_Loewe=-15.9, Synergy_HSA=-5.26. Cell line: HOP-92. Drug 2: CC1=C2C(C(=O)C3(C(CC4C(C3C(C(C2(C)C)(CC1OC(=O)C(C(C5=CC=CC=C5)NC(=O)C6=CC=CC=C6)O)O)OC(=O)C7=CC=CC=C7)(CO4)OC(=O)C)O)C)OC(=O)C. Drug 1: C1CC(=O)NC(=O)C1N2CC3=C(C2=O)C=CC=C3N. (4) Drug 1: C1=NC(=NC(=O)N1C2C(C(C(O2)CO)O)O)N. Drug 2: C1CN(CCN1C(=O)CCBr)C(=O)CCBr. Cell line: NCIH23. Synergy scores: CSS=25.3, Synergy_ZIP=4.92, Synergy_Bliss=9.47, Synergy_Loewe=-2.52, Synergy_HSA=-0.0558. (5) Drug 1: CC1C(C(CC(O1)OC2CC(CC3=C2C(=C4C(=C3O)C(=O)C5=C(C4=O)C(=CC=C5)OC)O)(C(=O)CO)O)N)O.Cl. Drug 2: CN(CC1=CN=C2C(=N1)C(=NC(=N2)N)N)C3=CC=C(C=C3)C(=O)NC(CCC(=O)O)C(=O)O. Cell line: A498. Synergy scores: CSS=56.5, Synergy_ZIP=-11.4, Synergy_Bliss=-7.91, Synergy_Loewe=-5.99, Synergy_HSA=-2.71. (6) Synergy scores: CSS=20.0, Synergy_ZIP=-1.47, Synergy_Bliss=5.15, Synergy_Loewe=-22.3, Synergy_HSA=2.53. Cell line: SN12C. Drug 1: CN1C2=C(C=C(C=C2)N(CCCl)CCCl)N=C1CCCC(=O)O.Cl. Drug 2: CN(CCCl)CCCl.Cl. (7) Drug 1: CCCS(=O)(=O)NC1=C(C(=C(C=C1)F)C(=O)C2=CNC3=C2C=C(C=N3)C4=CC=C(C=C4)Cl)F. Drug 2: CC1C(C(CC(O1)OC2CC(OC(C2O)C)OC3=CC4=CC5=C(C(=O)C(C(C5)C(C(=O)C(C(C)O)O)OC)OC6CC(C(C(O6)C)O)OC7CC(C(C(O7)C)O)OC8CC(C(C(O8)C)O)(C)O)C(=C4C(=C3C)O)O)O)O. Cell line: CAKI-1. Synergy scores: CSS=54.8, Synergy_ZIP=23.2, Synergy_Bliss=23.7, Synergy_Loewe=26.2, Synergy_HSA=25.3. (8) Drug 1: C1=CC(=CC=C1CCCC(=O)O)N(CCCl)CCCl. Drug 2: C1=CC=C(C=C1)NC(=O)CCCCCCC(=O)NO. Cell line: T-47D. Synergy scores: CSS=36.5, Synergy_ZIP=-3.60, Synergy_Bliss=-1.79, Synergy_Loewe=0.671, Synergy_HSA=0.872. (9) Drug 1: CCC1(CC2CC(C3=C(CCN(C2)C1)C4=CC=CC=C4N3)(C5=C(C=C6C(=C5)C78CCN9C7C(C=CC9)(C(C(C8N6C=O)(C(=O)OC)O)OC(=O)C)CC)OC)C(=O)OC)O.OS(=O)(=O)O. Drug 2: CCC1(CC2CC(C3=C(CCN(C2)C1)C4=CC=CC=C4N3)(C5=C(C=C6C(=C5)C78CCN9C7C(C=CC9)(C(C(C8N6C)(C(=O)OC)O)OC(=O)C)CC)OC)C(=O)OC)O.OS(=O)(=O)O. Cell line: MDA-MB-231. Synergy scores: CSS=24.8, Synergy_ZIP=-6.29, Synergy_Bliss=-0.265, Synergy_Loewe=2.76, Synergy_HSA=3.44. (10) Drug 1: C1=CC(=CC=C1CCCC(=O)O)N(CCCl)CCCl. Drug 2: C1=CC=C(C(=C1)C(C2=CC=C(C=C2)Cl)C(Cl)Cl)Cl. Cell line: OVCAR3. Synergy scores: CSS=12.3, Synergy_ZIP=-7.95, Synergy_Bliss=0.264, Synergy_Loewe=-9.38, Synergy_HSA=-0.708.